From a dataset of Forward reaction prediction with 1.9M reactions from USPTO patents (1976-2016). Predict the product of the given reaction. (1) Given the reactants [Cl:1][C:2]1[CH:10]=[CH:9][C:5]([C:6]([OH:8])=O)=[CH:4][CH:3]=1.[CH3:11]N(C(ON1N=NC2C=CC=CC1=2)=[N+](C)C)C.[B-](F)(F)(F)F.CN1CCOCC1.[N:40]1([CH2:44][C@@H:45]([NH:49][CH3:50])[CH2:46][CH2:47]C)[CH2:43][CH2:42][CH2:41]1, predict the reaction product. The product is: [N:40]1([CH2:44][C@@H:45]([N:49]([CH3:50])[C:6](=[O:8])[C:5]2[CH:4]=[CH:3][C:2]([Cl:1])=[CH:10][CH:9]=2)[CH:46]([CH3:47])[CH3:11])[CH2:41][CH2:42][CH2:43]1. (2) Given the reactants Br[C:2]1[CH:3]=[CH:4][C:5]2[C:6]3[CH2:25][N:24]([C:26]([O:28][C:29]([CH3:32])([CH3:31])[CH3:30])=[O:27])[CH2:23][CH2:22][CH2:21][C:7]=3[N:8](S(C3C=CC(C)=CC=3)(=O)=O)[C:9]=2[CH:10]=1.[F:33][C:34]([F:49])([F:48])[C:35]1[N:40]=[N:39][C:38]([C:41]2[CH:46]=[CH:45][NH:44][C:43](=[O:47])[CH:42]=2)=[CH:37][CH:36]=1.C([O-])([O-])=O.[Cs+].[Cs+].OC1C=CC=C2C=1N=CC=C2, predict the reaction product. The product is: [O:47]=[C:43]1[CH:42]=[C:41]([C:38]2[N:39]=[N:40][C:35]([C:34]([F:49])([F:48])[F:33])=[CH:36][CH:37]=2)[CH:46]=[CH:45][N:44]1[C:2]1[CH:3]=[CH:4][C:5]2[C:6]3[CH2:25][N:24]([C:26]([O:28][C:29]([CH3:32])([CH3:31])[CH3:30])=[O:27])[CH2:23][CH2:22][CH2:21][C:7]=3[NH:8][C:9]=2[CH:10]=1. (3) Given the reactants [C:1]([O:5][C:6]([NH:8][C@H:9]([C:15](=[O:21])[N:16]1[CH2:20][CH2:19][CH2:18][CH2:17]1)[CH2:10][C:11]([O:13][CH3:14])=[O:12])=[O:7])([CH3:4])([CH3:3])[CH3:2].[CH3:22][Si](C)(C)[N-][Si](C)(C)C.[Li+].IC, predict the reaction product. The product is: [C:1]([O:5][C:6]([NH:8][C@H:9]([C:15](=[O:21])[N:16]1[CH2:17][CH2:18][CH2:19][CH2:20]1)[C@H:10]([CH3:22])[C:11]([O:13][CH3:14])=[O:12])=[O:7])([CH3:4])([CH3:2])[CH3:3]. (4) Given the reactants [CH:1]1[CH2:8][CH2:7][CH:6]=[CH:5][CH2:4][CH2:3][CH:2]=1.N1C=CC=[CH:11][C:10]=1[C:15]1C=CC=CN=1.BrC1C=C2C(C)(C)C3C=CC=[C:39]4[C:40](C)(C)[C:30]5[C:31]6N(C=34)C2=[C:24]([C:25](C)(C)[C:26]=6[CH:27]=[CH:28][CH:29]=5)[CH:23]=1, predict the reaction product. The product is: [CH2:15]1[C:6]2=[CH:7][CH:8]=[CH:1][C:4]3=[CH:3][C:2]4=[C:27]5[C:28](=[C:5]23)[C:29]2[C:30]([CH2:31][C:26]5=[CH:25][CH:24]=[CH:23]4)=[CH:40][CH:39]=[CH:11][C:10]1=2. (5) Given the reactants [F:1][C:2]([F:37])([F:36])[C:3]1[CH:31]=[C:30]([C:32]([F:35])([F:34])[F:33])[CH:29]=[CH:28][C:4]=1[CH2:5][N:6]1[CH2:11][CH2:10][CH:9](/[CH:12]=[C:13]2/[C:14]([NH:19][CH2:20][C:21]([O:23]C(C)(C)C)=[O:22])=[N:15][C:16](=[O:18])[S:17]/2)[CH2:8][CH2:7]1.C(=O)([O-])O.[Na+].[Cl-].[NH4+], predict the reaction product. The product is: [F:37][C:2]([F:1])([F:36])[C:3]1[CH:31]=[C:30]([C:32]([F:34])([F:35])[F:33])[CH:29]=[CH:28][C:4]=1[CH2:5][N:6]1[CH2:7][CH2:8][CH:9](/[CH:12]=[C:13]2/[C:14]([NH:19][CH2:20][C:21]([OH:23])=[O:22])=[N:15][C:16](=[O:18])[S:17]/2)[CH2:10][CH2:11]1.